From a dataset of Forward reaction prediction with 1.9M reactions from USPTO patents (1976-2016). Predict the product of the given reaction. (1) Given the reactants [F:1][C:2]1[CH:7]=[CH:6][C:5]([CH2:8][CH2:9][N:10]2[CH2:15][CH2:14][CH:13]([CH2:16][CH3:17])[CH:12]([CH2:18][NH2:19])[CH2:11]2)=[CH:4][CH:3]=1.C1([O:26][C:27](=O)[NH:28][C:29]2[CH:34]=[C:33]([C:35]3[N:39]([CH3:40])[N:38]=[N:37][N:36]=3)[CH:32]=[C:31]([CH2:41][CH3:42])[CH:30]=2)C=CC=CC=1.C(N(CC)CC)C, predict the reaction product. The product is: [CH2:41]([C:31]1[CH:30]=[C:29]([NH:28][C:27]([NH:19][CH2:18][CH:12]2[CH:13]([CH2:16][CH3:17])[CH2:14][CH2:15][N:10]([CH2:9][CH2:8][C:5]3[CH:6]=[CH:7][C:2]([F:1])=[CH:3][CH:4]=3)[CH2:11]2)=[O:26])[CH:34]=[C:33]([C:35]2[N:39]([CH3:40])[N:38]=[N:37][N:36]=2)[CH:32]=1)[CH3:42]. (2) Given the reactants O=C1C2C(=CC=CC=2)C(=O)[N:3]1[CH2:12][CH2:13][S:14][C:15]1[S:19][C:18]([NH:20][S:21]([C:24]2[CH:29]=[CH:28][C:27]([C:30]3[CH:35]=[CH:34][CH:33]=[CH:32][CH:31]=3)=[CH:26][CH:25]=2)(=[O:23])=[O:22])=[N:17][N:16]=1.O.NN, predict the reaction product. The product is: [NH2:3][CH2:12][CH2:13][S:14][C:15]1[S:19][C:18]([NH:20][S:21]([C:24]2[CH:29]=[CH:28][C:27]([C:30]3[CH:35]=[CH:34][CH:33]=[CH:32][CH:31]=3)=[CH:26][CH:25]=2)(=[O:23])=[O:22])=[N:17][N:16]=1. (3) Given the reactants Cl.[NH2:2][CH2:3][C:4]1[CH:9]=[CH:8][C:7]([C:10]2[CH:26]=[CH:25][C:13]([O:14][CH:15]([CH3:24])[CH2:16][NH:17][S:18]([CH:21]([CH3:23])[CH3:22])(=[O:20])=[O:19])=[CH:12][CH:11]=2)=[CH:6][CH:5]=1.C(N(CC)CC)C.[F:34][C:35]([F:41])([F:40])[S:36](Cl)(=[O:38])=[O:37], predict the reaction product. The product is: [CH3:23][CH:21]([S:18]([NH:17][CH2:16][CH:15]([O:14][C:13]1[CH:25]=[CH:26][C:10]([C:7]2[CH:6]=[CH:5][C:4]([CH2:3][NH:2][S:36]([C:35]([F:41])([F:40])[F:34])(=[O:38])=[O:37])=[CH:9][CH:8]=2)=[CH:11][CH:12]=1)[CH3:24])(=[O:20])=[O:19])[CH3:22]. (4) The product is: [CH:18]([OH:20])=[O:19].[CH3:30][C@H:5]1[CH2:6][C@@H:7]([NH:23][C:24]2[CH:29]=[CH:28][CH:27]=[CH:26][N:25]=2)[C:8]2[C:13](=[CH:12][CH:11]=[C:10]([C:14]3[CH:15]=[CH:16][C:17]([C:18]([N:46]4[CH2:45][CH2:44][CH2:43][CH2:41]4)=[O:19])=[CH:21][CH:22]=3)[CH:9]=2)[N:4]1[C:1](=[O:3])[CH3:2]. Given the reactants [C:1]([N:4]1[C:13]2[C:8](=[CH:9][C:10]([C:14]3[CH:22]=[CH:21][C:17]([C:18]([O-:20])=[O:19])=[CH:16][CH:15]=3)=[CH:11][CH:12]=2)[C@H:7]([NH:23][C:24]2[CH:29]=[CH:28][CH:27]=[CH:26][N:25]=2)[CH2:6][C@@H:5]1[CH3:30])(=[O:3])[CH3:2].[Li+].CN(C(ON1N=NC2[CH:43]=[CH:44][CH:45]=[N:46][C:41]1=2)=[N+](C)C)C.F[P-](F)(F)(F)(F)F.CCN(C(C)C)C(C)C.N1CCCC1.N1CCOCC1, predict the reaction product. (5) Given the reactants [CH2:1]([O:3]/[CH:4]=[CH:5]/B1OC(C)(C)C(C)(C)O1)[CH3:2].P([O-])([O-])([O-])=O.[K+].[K+].[K+].C1(P(C2CCCCC2)C2C=CC=CC=2C2C(OC)=CC=CC=2OC)CCCCC1.Br[C:53]1[S:57][C:56]([C:58]2[CH:59]=[N:60][N:61]([CH3:67])[C:62]=2[C:63]([O:65][CH3:66])=[O:64])=[N:55][C:54]=1[CH3:68].C(=O)([O-])O.[Na+], predict the reaction product. The product is: [CH2:4]([O:3]/[CH:1]=[CH:2]/[C:53]1[S:57][C:56]([C:58]2[CH:59]=[N:60][N:61]([CH3:67])[C:62]=2[C:63]([O:65][CH3:66])=[O:64])=[N:55][C:54]=1[CH3:68])[CH3:5]. (6) Given the reactants C(OC([N:8]1[CH2:17][CH2:16][C:15]2[NH:14][N:13]([C:18]3[CH:23]=[CH:22][CH:21]=[CH:20][CH:19]=3)[C:12](=O)[C:11]=2[CH2:10][CH2:9]1)=O)(C)(C)C.C(N1C2CCNCCC=2C([C:26]2[CH:31]=[CH:30][C:29](Cl)=[CH:28][CH:27]=2)=N1)[C:26]1[CH:31]=[CH:30][CH:29]=[CH:28][CH:27]=1.C1(NN)C=CC=CC=1, predict the reaction product. The product is: [C:18]1([N:13]2[C:12]([C:26]3[CH:31]=[CH:30][CH:29]=[CH:28][CH:27]=3)=[C:11]3[C:15]([CH2:16][CH2:17][NH:8][CH2:9][CH2:10]3)=[N:14]2)[CH:19]=[CH:20][CH:21]=[CH:22][CH:23]=1. (7) Given the reactants [OH:1]/[N:2]=[C:3]1\[CH2:4][C:5]2([O:18][C:19]3[C:24]\1=[CH:23][CH:22]=[CH:21][CH:20]=3)[CH2:10][CH2:9][N:8]([C:11]([O:13][C:14]([CH3:17])([CH3:16])[CH3:15])=[O:12])[CH2:7][CH2:6]2.[CH3:25][C:26]1[CH:31]=[CH:30][C:29]([S:32](Cl)(=[O:34])=[O:33])=[CH:28][CH:27]=1, predict the reaction product. The product is: [S:32]([O:1]/[N:2]=[C:3]1\[CH2:4][C:5]2([O:18][C:19]3[C:24]\1=[CH:23][CH:22]=[CH:21][CH:20]=3)[CH2:10][CH2:9][N:8]([C:11]([O:13][C:14]([CH3:17])([CH3:16])[CH3:15])=[O:12])[CH2:7][CH2:6]2)([C:29]1[CH:30]=[CH:31][C:26]([CH3:25])=[CH:27][CH:28]=1)(=[O:34])=[O:33].